Dataset: Experimentally validated miRNA-target interactions with 360,000+ pairs, plus equal number of negative samples. Task: Binary Classification. Given a miRNA mature sequence and a target amino acid sequence, predict their likelihood of interaction. The miRNA is hsa-miR-548aq-3p with sequence CAAAAACUGCAAUUACUUUUGC. The protein sequence of the target gene is MPGKLLWGDIMELEAPLEESESQKKERQKSDRRKSRHHYDSDEKSETRENGVTDDLDAPKAKKSKMKEKLNGDTEEGFNRLSDEFSKSHKSRRKDLPNGDIDEYEKKSKRVSSLDTSTHKSSDNKLEETLTREQKEGAFSNFPISEETIKLLKGRGVTYLFPIQVKTFGPVYEGKDLIAQARTGTGKTFSFAIPLIERLQRNQETIKKSRSPKVLVLAPTRELANQVAKDFKDITRKLSVACFYGGTSYQSQINHIRNGIDILVGTPGRIKDHLQSGRLDLSKLRHVVLDEVDQMLDLGF.... Result: 0 (no interaction).